Dataset: Forward reaction prediction with 1.9M reactions from USPTO patents (1976-2016). Task: Predict the product of the given reaction. (1) Given the reactants CCOC(C)=O.[ClH:7].[N:8]1[CH:13]=[CH:12][C:11]([C:14]2[CH:23]=[C:22]([C:24]([NH:26][CH2:27][C@H:28]3[CH2:33][CH2:32][C@H:31]([CH2:34][NH:35]C(=O)OC(C)(C)C)[CH2:30][CH2:29]3)=[O:25])[C:21]3[C:16](=[CH:17][CH:18]=[CH:19][CH:20]=3)[N:15]=2)=[CH:10][CH:9]=1, predict the reaction product. The product is: [ClH:7].[NH2:35][CH2:34][C@H:31]1[CH2:32][CH2:33][C@H:28]([CH2:27][NH:26][C:24]([C:22]2[C:21]3[C:16](=[CH:17][CH:18]=[CH:19][CH:20]=3)[N:15]=[C:14]([C:11]3[CH:10]=[CH:9][N:8]=[CH:13][CH:12]=3)[CH:23]=2)=[O:25])[CH2:29][CH2:30]1. (2) Given the reactants [Cl:1][C:2]1[CH:7]=[CH:6][C:5]([C:8]2[N:13]=[C:12]([C:14]([OH:16])=O)[CH:11]=[CH:10][C:9]=2[O:17][CH2:18][CH:19]2[CH2:21][CH2:20]2)=[CH:4][CH:3]=1.Cl.[F:23][C:24]([F:33])([F:32])[C:25]1[O:29][N:28]=[C:27]([CH2:30][NH2:31])[CH:26]=1, predict the reaction product. The product is: [F:33][C:24]([F:23])([F:32])[C:25]1[O:29][N:28]=[C:27]([CH2:30][NH:31][C:14]([C:12]2[CH:11]=[CH:10][C:9]([O:17][CH2:18][CH:19]3[CH2:21][CH2:20]3)=[C:8]([C:5]3[CH:4]=[CH:3][C:2]([Cl:1])=[CH:7][CH:6]=3)[N:13]=2)=[O:16])[CH:26]=1. (3) Given the reactants C(O)(=O)C.[I:5]Cl.[CH3:7][N:8]1[C:12]([C:13]2[CH:18]=[CH:17][C:16]([C:19]([F:22])([F:21])[F:20])=[CH:15][CH:14]=2)=[CH:11][CH:10]=[N:9]1.C([O-])(=O)C.[Na+], predict the reaction product. The product is: [I:5][C:11]1[CH:10]=[N:9][N:8]([CH3:7])[C:12]=1[C:13]1[CH:14]=[CH:15][C:16]([C:19]([F:20])([F:21])[F:22])=[CH:17][CH:18]=1. (4) Given the reactants [CH3:1][O:2][C:3]1[N:8]=[CH:7][N:6]=[C:5]([CH2:9][N:10]2[C:18]3[C:13](=[N:14][CH:15]=[C:16]([CH3:19])[CH:17]=3)[C:12]([C:20]([OH:22])=O)=[CH:11]2)[C:4]=1[CH3:23].C(N(CC)CC)C.CCCP1(OP(CCC)(=O)OP(CCC)(=O)O1)=O.[NH2:49][CH2:50][C@H:51]([OH:53])[CH3:52], predict the reaction product. The product is: [OH:53][C@H:51]([CH3:52])[CH2:50][NH:49][C:20]([C:12]1[C:13]2=[N:14][CH:15]=[C:16]([CH3:19])[CH:17]=[C:18]2[N:10]([CH2:9][C:5]2[C:4]([CH3:23])=[C:3]([O:2][CH3:1])[N:8]=[CH:7][N:6]=2)[CH:11]=1)=[O:22].